The task is: Predict the reaction yield, written as a fraction of the theoretical maximum amount of product (1.0 means a 100% yield; for example, 0.34 means a 34% yield).. This data is from Reaction yield outcomes from USPTO patents with 853,638 reactions. (1) The reactants are C[Si](N[Si](C)(C)C)(C)C.[Li][CH2:11][CH2:12][CH2:13]C.[O:15]=[C:16]1[N:20]([C:21]([O:23][C:24]([CH3:27])([CH3:26])[CH3:25])=[O:22])[C@H:19]([C:28]([O:30][CH2:31][CH3:32])=[O:29])[CH2:18][CH2:17]1.C[Si](C)(C)[N-][Si](C)(C)C.[Li+].BrCC=C. The catalyst is C1COCC1.CCCCCC. The product is [CH2:13]([C@H:17]1[C:16](=[O:15])[N:20]([C:21]([O:23][C:24]([CH3:27])([CH3:26])[CH3:25])=[O:22])[C@H:19]([C:28]([O:30][CH2:31][CH3:32])=[O:29])[CH2:18]1)[CH:12]=[CH2:11]. The yield is 0.160. (2) The reactants are [Br:1][C:2]1[C:3](Cl)=[N:4][C:5]([Cl:8])=[N:6][CH:7]=1.[CH3:10][O-:11].[Na+]. The catalyst is CO. The product is [Br:1][C:2]1[C:3]([O:11][CH3:10])=[N:4][C:5]([Cl:8])=[N:6][CH:7]=1. The yield is 0.880. (3) The reactants are [C:1](=O)([O-])[O-].[Na+].[Na+].CC1(C)C(C)(C)OB([CH:15]([C:19]2[CH:24]=[CH:23][CH:22]=[CH:21][CH:20]=2)[C:16]([O-:18])=[O:17])O1.Cl[C:27]1[CH:32]=[CH:31][C:30]([OH:33])=[CH:29][N:28]=1. The catalyst is C(COC)OC.C(OCC)(=O)C.O.C1C=CC(/C=C/C(/C=C/C2C=CC=CC=2)=O)=CC=1.C1C=CC(/C=C/C(/C=C/C2C=CC=CC=2)=O)=CC=1.C1C=CC(/C=C/C(/C=C/C2C=CC=CC=2)=O)=CC=1.[Pd].[Pd]. The product is [CH3:1][O:18][C:16](=[O:17])[CH2:15][C:19]1[CH:20]=[CH:21][C:22]([C:27]2[CH:32]=[CH:31][C:30]([OH:33])=[CH:29][N:28]=2)=[CH:23][CH:24]=1. The yield is 0.240. (4) The reactants are [C:1]([C:5]1[CH:10]=[CH:9][C:8]([C:11]2[CH:12]=[CH:13][CH:14]=[C:15]3[C:19]=2[C:18](=O)[CH:17]([CH2:21][CH:22]2[CH2:27][CH2:26][CH2:25][CH2:24][CH2:23]2)[CH2:16]3)=[CH:7][CH:6]=1)([CH3:4])([CH3:3])[CH3:2].[BH4-].[Na+].CO.S(=O)(=O)(O)O. The catalyst is C1(C)C=CC=CC=1.O. The product is [C:1]([C:5]1[CH:10]=[CH:9][C:8]([C:11]2[CH:12]=[CH:13][CH:14]=[C:15]3[C:19]=2[CH2:18][C:17]([CH2:21][CH:22]2[CH2:23][CH2:24][CH2:25][CH2:26][CH2:27]2)=[CH:16]3)=[CH:7][CH:6]=1)([CH3:4])([CH3:2])[CH3:3]. The yield is 0.860.